This data is from Full USPTO retrosynthesis dataset with 1.9M reactions from patents (1976-2016). The task is: Predict the reactants needed to synthesize the given product. (1) Given the product [C:1]12([CH2:11][O:12][C:13]3[C:21]([CH3:22])=[CH:20][C:16]([C:17]([NH:61][S:58]([N:54]4[CH2:57][CH2:56][CH2:55]4)(=[O:60])=[O:59])=[O:19])=[C:15]([F:25])[CH:14]=3)[CH2:8][CH:7]3[CH2:9][CH:3]([CH2:4][CH:5]([CH2:6]3)[CH2:10]1)[CH2:2]2, predict the reactants needed to synthesize it. The reactants are: [C:1]12([CH2:11][O:12][C:13]3[C:21]([CH:22]4CC4)=[CH:20][C:16]([C:17]([OH:19])=O)=[C:15]([F:25])[CH:14]=3)[CH2:10][CH:5]3[CH2:6][CH:7]([CH2:9][CH:3]([CH2:4]3)[CH2:2]1)[CH2:8]2.C12(COC3C(C)=CC(C(O)=O)=C(F)C=3)CC3CC(CC(C3)C1)C2.CS(N)(=O)=O.[N:54]1([S:58]([NH2:61])(=[O:60])=[O:59])[CH2:57][CH2:56][CH2:55]1. (2) Given the product [C:22]([O:21][C:19](=[O:20])[NH:1][C:2]1[S:6][C:5]([C:7]([CH3:11])([CH3:10])[CH2:8][OH:9])=[N:4][N:3]=1)([CH3:25])([CH3:24])[CH3:23], predict the reactants needed to synthesize it. The reactants are: [NH2:1][C:2]1[S:6][C:5]([C:7]([CH3:11])([CH3:10])[CH2:8][OH:9])=[N:4][N:3]=1.C(N(CC)CC)C.[C:19](O[C:19]([O:21][C:22]([CH3:25])([CH3:24])[CH3:23])=[O:20])([O:21][C:22]([CH3:25])([CH3:24])[CH3:23])=[O:20]. (3) Given the product [Cl:11][C:12]1[CH:13]=[C:14]([C:19]2[C:31]([O:32][CH:33]([F:34])[F:35])=[CH:30][C:22]([C:23]([NH:25][S:26]([CH3:29])(=[O:27])=[O:28])=[O:24])=[C:21]([F:36])[CH:20]=2)[CH:15]=[N:16][C:17]=1[O:10][C:3]1[C:4]([CH3:9])=[CH:5][C:6]([Cl:8])=[CH:7][C:2]=1[Cl:1], predict the reactants needed to synthesize it. The reactants are: [Cl:1][C:2]1[CH:7]=[C:6]([Cl:8])[CH:5]=[C:4]([CH3:9])[C:3]=1[OH:10].[Cl:11][C:12]1[CH:13]=[C:14]([C:19]2[C:31]([O:32][CH:33]([F:35])[F:34])=[CH:30][C:22]([C:23]([NH:25][S:26]([CH3:29])(=[O:28])=[O:27])=[O:24])=[C:21]([F:36])[CH:20]=2)[CH:15]=[N:16][C:17]=1F.C(=O)([O-])[O-].[Cs+].[Cs+]. (4) Given the product [CH3:16][CH:15]([CH3:17])[CH:11]([C:2]1[CH:3]=[CH:4][C:5]2[C:10](=[CH:9][CH:8]=[CH:7][CH:6]=2)[CH:1]=1)[C:12]#[N:13], predict the reactants needed to synthesize it. The reactants are: [CH:1]1[C:10]2[C:5](=[CH:6][CH:7]=[CH:8][CH:9]=2)[CH:4]=[CH:3][C:2]=1[CH2:11][C:12]#[N:13].Br[CH:15]([CH3:17])[CH3:16].[OH-].[K+]. (5) Given the product [C:4]([O:8][C:9](=[O:42])[N:10]([CH2:31][C:32]1[CH:41]=[CH:40][C:35]2[O:36][CH2:37][CH2:38][O:39][C:34]=2[CH:33]=1)[CH:11]1[CH2:12][CH2:13][N:14]([CH2:17][CH2:18][N:19]2[C:28]3[C:23](=[CH:24][CH:25]=[CH:26][CH:27]=3)[C:22]([O:29][S:45]([C:44]([F:57])([F:56])[F:43])(=[O:47])=[O:46])=[CH:21][C:20]2=[O:30])[CH2:15][CH2:16]1)([CH3:7])([CH3:5])[CH3:6], predict the reactants needed to synthesize it. The reactants are: ClCCl.[C:4]([O:8][C:9](=[O:42])[N:10]([CH2:31][C:32]1[CH:41]=[CH:40][C:35]2[O:36][CH2:37][CH2:38][O:39][C:34]=2[CH:33]=1)[CH:11]1[CH2:16][CH2:15][N:14]([CH2:17][CH2:18][N:19]2[C:28]3[C:23](=[CH:24][CH:25]=[CH:26][CH:27]=3)[C:22]([OH:29])=[CH:21][C:20]2=[O:30])[CH2:13][CH2:12]1)([CH3:7])([CH3:6])[CH3:5].[F:43][C:44]([F:57])([F:56])[S:45](O[S:45]([C:44]([F:57])([F:56])[F:43])(=[O:47])=[O:46])(=[O:47])=[O:46].[Cl-].[NH4+]. (6) Given the product [ClH:1].[Cl:1][C:2]1[CH:3]=[CH:4][C:5]2[C:9]([CH:10]=1)=[N:8][N:14]1[C:13]([CH:15]3[CH2:20][CH2:19][NH:18][CH2:17][CH2:16]3)=[CH:12][C:11](=[O:28])[NH:7][C:6]=21, predict the reactants needed to synthesize it. The reactants are: [Cl:1][C:2]1[CH:3]=[CH:4][C:5]2[C:9]([CH:10]=1)=[N:8][N:7]1[C:11](=[O:28])[CH:12]=[C:13]([CH:15]3[CH2:20][CH2:19][N:18](C(OC(C)(C)C)=O)[CH2:17][CH2:16]3)[NH:14][C:6]=21. (7) The reactants are: C(OC(=O)[NH:7][C@@H:8]([CH2:24][C:25]1[CH:30]=[CH:29][CH:28]=[CH:27][CH:26]=1)[C@H:9]([OH:23])[CH2:10][NH:11][CH2:12][C:13]1[CH:18]=[CH:17][CH:16]=[C:15]([C:19]([F:22])([F:21])[F:20])[CH:14]=1)(C)(C)C.[ClH:32].O1CCOCC1. Given the product [ClH:32].[NH2:7][C@@H:8]([CH2:24][C:25]1[CH:30]=[CH:29][CH:28]=[CH:27][CH:26]=1)[C@H:9]([OH:23])[CH2:10][NH:11][CH2:12][C:13]1[CH:18]=[CH:17][CH:16]=[C:15]([C:19]([F:20])([F:21])[F:22])[CH:14]=1, predict the reactants needed to synthesize it.